Dataset: Catalyst prediction with 721,799 reactions and 888 catalyst types from USPTO. Task: Predict which catalyst facilitates the given reaction. (1) Reactant: Br[C:2]1[CH:3]=[C:4]([NH:11][C:12](=[O:14])[CH3:13])[CH:5]=[C:6]([N+:8]([O-:10])=[O:9])[CH:7]=1.N#N.[C:17]1([S:23]([N:26]2[C:34]3[C:29](=[CH:30][CH:31]=[CH:32][CH:33]=3)[C:28](B3OC(C)(C)C(C)(C)O3)=[CH:27]2)(=[O:25])=[O:24])[CH:22]=[CH:21][CH:20]=[CH:19][CH:18]=1.C(=O)([O-])[O-].[Na+].[Na+]. Product: [N+:8]([C:6]1[CH:5]=[C:4]([NH:11][C:12](=[O:14])[CH3:13])[CH:3]=[C:2]([C:28]2[C:29]3[C:34](=[CH:33][CH:32]=[CH:31][CH:30]=3)[N:26]([S:23]([C:17]3[CH:22]=[CH:21][CH:20]=[CH:19][CH:18]=3)(=[O:25])=[O:24])[CH:27]=2)[CH:7]=1)([O-:10])=[O:9]. The catalyst class is: 438. (2) Reactant: [CH:1]1([C:7]2[CH:31]=[CH:30][C:10]([C:11]([N:13]3[C:19]4[CH:20]=[CH:21][CH:22]=[CH:23][C:18]=4[CH2:17][N:16]4[C:24]([C:27](Cl)=[O:28])=[CH:25][CH:26]=[C:15]4[CH2:14]3)=[O:12])=[CH:9][CH:8]=2)[CH2:6][CH2:5][CH2:4][CH2:3][CH2:2]1.[N:32]1([CH:37]2[CH2:42][CH2:41][NH:40][CH2:39][CH2:38]2)[CH2:36][CH2:35][CH2:34][CH2:33]1.C(N(CC)C(C)C)(C)C. Product: [CH:1]1([C:7]2[CH:31]=[CH:30][C:10]([C:11]([N:13]3[C:19]4[CH:20]=[CH:21][CH:22]=[CH:23][C:18]=4[CH2:17][N:16]4[C:24]([C:27]([N:40]5[CH2:41][CH2:42][CH:37]([N:32]6[CH2:36][CH2:35][CH2:34][CH2:33]6)[CH2:38][CH2:39]5)=[O:28])=[CH:25][CH:26]=[C:15]4[CH2:14]3)=[O:12])=[CH:9][CH:8]=2)[CH2:6][CH2:5][CH2:4][CH2:3][CH2:2]1. The catalyst class is: 112. (3) Reactant: [CH3:1][N:2]([CH3:36])[C:3]([C:5]1[N:30]([CH:31]2[CH2:35][CH2:34][CH2:33][CH2:32]2)[C:8]2[N:9]=[C:10]([NH:13][C:14]3[CH:19]=[CH:18][C:17]([C:20]([N:22]4[CH2:28][CH:27]5[CH2:29][CH:24]([CH2:25][NH:26]5)[CH2:23]4)=[O:21])=[CH:16][N:15]=3)[N:11]=[CH:12][C:7]=2[CH:6]=1)=[O:4].CCN(C(C)C)C(C)C.C(=O)([O-])[O-].[K+].[K+].[F:52][C:53]([F:64])([F:63])[CH2:54]OS(C(F)(F)F)(=O)=O. Product: [CH3:1][N:2]([CH3:36])[C:3]([C:5]1[N:30]([CH:31]2[CH2:35][CH2:34][CH2:33][CH2:32]2)[C:8]2[N:9]=[C:10]([NH:13][C:14]3[CH:19]=[CH:18][C:17]([C:20]([N:22]4[CH2:28][CH:27]5[CH2:29][CH:24]([CH2:25][N:26]5[CH2:54][C:53]([F:64])([F:63])[F:52])[CH2:23]4)=[O:21])=[CH:16][N:15]=3)[N:11]=[CH:12][C:7]=2[CH:6]=1)=[O:4]. The catalyst class is: 258. (4) Reactant: [N:1]1[CH:6]=[CH:5][CH:4]=[N:3][C:2]=1[CH2:7][O:8][C:9]1[CH:14]=[CH:13][C:12]([N:15]2[C:24]3[C:19](=[CH:20][CH:21]=[CH:22][CH:23]=3)[NH:18][CH2:17][CH2:16]2)=[CH:11][CH:10]=1.C(N(CC)CC)C.ClC(Cl)(O[C:36](=[O:42])OC(Cl)(Cl)Cl)Cl.Cl.[CH:45]12[CH2:54][CH:49]3[CH2:50][CH:51]([CH2:53][CH:47]([CH2:48]3)[CH:46]1[NH2:55])[CH2:52]2. Product: [CH:45]12[CH2:54][CH:49]3[CH2:50][CH:51]([CH2:53][CH:47]([CH2:48]3)[CH:46]1[NH:55][C:36]([N:18]1[C:19]3[C:24](=[CH:23][CH:22]=[CH:21][CH:20]=3)[N:15]([C:12]3[CH:11]=[CH:10][C:9]([O:8][CH2:7][C:2]4[N:3]=[CH:4][CH:5]=[CH:6][N:1]=4)=[CH:14][CH:13]=3)[CH2:16][CH2:17]1)=[O:42])[CH2:52]2. The catalyst class is: 4. (5) Reactant: [CH:1]1([CH2:4][NH:5][C@H:6]2[CH2:10][CH2:9][N:8]([C:11]([O:13][C:14]([CH3:17])([CH3:16])[CH3:15])=[O:12])[CH2:7]2)[CH2:3][CH2:2]1.[CH:18]1([C:23]2[CH:31]=[CH:30][CH:29]=[CH:28][C:24]=2[C:25](O)=[O:26])[CH2:22][CH2:21][CH2:20][CH2:19]1.C(N(CC)CC)C. Product: [CH:18]1([C:23]2[CH:31]=[CH:30][CH:29]=[CH:28][C:24]=2[C:25]([N:5]([CH2:4][CH:1]2[CH2:2][CH2:3]2)[C@H:6]2[CH2:10][CH2:9][N:8]([C:11]([O:13][C:14]([CH3:17])([CH3:16])[CH3:15])=[O:12])[CH2:7]2)=[O:26])[CH2:19][CH2:20][CH2:21][CH2:22]1. The catalyst class is: 2. (6) The catalyst class is: 5. Product: [CH:16]1([O:15][CH:6]2[CH:5]([OH:4])[CH:10]([N:11]([CH3:13])[CH3:12])[CH2:9][CH:8]([CH3:14])[O:7]2)[CH2:17][CH2:18][CH2:19][CH2:20][CH2:21]1. Reactant: C([O:4][CH:5]1[CH:10]([N:11]([CH3:13])[CH3:12])[CH2:9][CH:8]([CH3:14])[O:7][CH:6]1[O:15][CH:16]1[CH2:21][CH2:20][CH2:19][CH2:18][CH2:17]1)(=O)C.C([O-])([O-])=O.[K+].[K+].